Dataset: Peptide-MHC class I binding affinity with 185,985 pairs from IEDB/IMGT. Task: Regression. Given a peptide amino acid sequence and an MHC pseudo amino acid sequence, predict their binding affinity value. This is MHC class I binding data. (1) The peptide sequence is VFKDSFLRK. The MHC is HLA-A33:01 with pseudo-sequence HLA-A33:01. The binding affinity (normalized) is 0.303. (2) The peptide sequence is EISSTFNRF. The MHC is HLA-B15:01 with pseudo-sequence HLA-B15:01. The binding affinity (normalized) is 0.549.